From a dataset of Reaction yield outcomes from USPTO patents with 853,638 reactions. Predict the reaction yield, written as a fraction of the theoretical maximum amount of product (1.0 means a 100% yield; for example, 0.34 means a 34% yield). (1) The reactants are [F:1][C:2]1[CH:9]=[CH:8][C:5]([CH2:6]Cl)=[CH:4][CH:3]=1.[Cl:10][SiH:11]([Cl:13])[Cl:12]. The catalyst is [Cl-].C([P+](CCCC)(CCCC)CCCC)CCC. The product is [F:1][C:2]1[CH:9]=[CH:8][C:5]([CH2:6][Si:11]([Cl:13])([Cl:12])[Cl:10])=[CH:4][CH:3]=1. The yield is 0.820. (2) The reactants are [CH3:1][N:2]1[C:7](=[O:8])[C:6]2[C:9]([N:22]3[C:28](=[O:29])[C:27]4[CH:30]=[N:31][C:32]([S:34][CH3:35])=[N:33][C:26]=4[N:25]4[CH2:36][CH2:37][CH2:38][C@H:24]4[CH2:23]3)=[CH:10][N:11](S(C3C=CC(C)=CC=3)(=O)=O)[C:5]=2[N:4]=[CH:3]1.[OH-].[Na+].CC(O)C.[Cl-].[NH4+]. The catalyst is C1COCC1.O. The product is [CH3:1][N:2]1[C:7](=[O:8])[C:6]2[C:9]([N:22]3[C:28](=[O:29])[C:27]4[CH:30]=[N:31][C:32]([S:34][CH3:35])=[N:33][C:26]=4[N:25]4[CH2:36][CH2:37][CH2:38][C@H:24]4[CH2:23]3)=[CH:10][NH:11][C:5]=2[N:4]=[CH:3]1. The yield is 1.00. (3) The reactants are C(C1C=CC=C(CC2C=CC=CC=2)C=1O)C=C.C(=O)([O-])[O-].[K+].[K+].[CH2:24](Br)[C:25]1[CH:30]=[CH:29][CH:28]=[CH:27][CH:26]=1.C(C1C=CC(OC)=CC=1OCC1C=CC=CC=1)C=C.C(C1C=CC=C(CC2C=CC=CC=2)C=1OCC1C=CC=CC=1)C=C.[CH2:75]([O:82][C:83]1[CH:88]=[C:87](OC)[CH:86]=[CH:85][C:84]=1[CH2:91][CH:92]([OH:95])[CH2:93][OH:94])[C:76]1[CH:81]=[CH:80][CH:79]=[CH:78][CH:77]=1. The catalyst is [I-].C([N+](CCCC)(CCCC)CCCC)CCC. The product is [CH2:24]([C:88]1[C:83]([O:82][CH2:75][C:76]2[CH:77]=[CH:78][CH:79]=[CH:80][CH:81]=2)=[C:84]([CH2:91][CH:92]([OH:95])[CH2:93][OH:94])[CH:85]=[CH:86][CH:87]=1)[C:25]1[CH:30]=[CH:29][CH:28]=[CH:27][CH:26]=1. The yield is 0.540.